Dataset: Reaction yield outcomes from USPTO patents with 853,638 reactions. Task: Predict the reaction yield, written as a fraction of the theoretical maximum amount of product (1.0 means a 100% yield; for example, 0.34 means a 34% yield). (1) The reactants are [CH3:1][S:2](Cl)(=[O:4])=[O:3].[NH2:6][C:7]1[CH:8]=[CH:9][C:10]([C:13]([N:15]2[CH2:19][C@@H:18]3[CH2:20][N:21]([C:23]([O:25][CH2:26][C:27]4[CH:32]=[C:31]([Cl:33])[CH:30]=[C:29]([Cl:34])[CH:28]=4)=[O:24])[CH2:22][C@@H:17]3[CH2:16]2)=[O:14])=[N:11][CH:12]=1.C(N(CC)CC)C. The catalyst is ClCCl. The product is [CH3:1][S:2]([N:6]([C:7]1[CH:8]=[CH:9][C:10]([C:13]([N:15]2[CH2:19][C@@H:18]3[CH2:20][N:21]([C:23]([O:25][CH2:26][C:27]4[CH:28]=[C:29]([Cl:34])[CH:30]=[C:31]([Cl:33])[CH:32]=4)=[O:24])[CH2:22][C@@H:17]3[CH2:16]2)=[O:14])=[N:11][CH:12]=1)[S:2]([CH3:1])(=[O:4])=[O:3])(=[O:4])=[O:3]. The yield is 0.770. (2) The reactants are [Cl:1][C:2]1[C:3]([F:31])=[C:4]([CH:8]2[C:12]([C:15]3[CH:20]=[CH:19][C:18]([Cl:21])=[CH:17][C:16]=3[F:22])([C:13]#[N:14])[CH:11]([CH2:23][C:24]([CH3:27])([CH3:26])[CH3:25])[NH:10][CH:9]2[C:28]([OH:30])=O)[CH:5]=[CH:6][CH:7]=1.CCN(C(C)C)C(C)C.C1(P(Cl)(C2C=CC=CC=2)=O)C=CC=CC=1.[NH2:56][C:57]1[CH:62]=[CH:61][N:60]([CH2:63][CH2:64][O:65][Si:66]([C:69]([CH3:72])([CH3:71])[CH3:70])([CH3:68])[CH3:67])[C:59](=[O:73])[CH:58]=1. The catalyst is ClCCl. The product is [C:69]([Si:66]([CH3:68])([CH3:67])[O:65][CH2:64][CH2:63][N:60]1[CH:61]=[CH:62][C:57]([NH:56][C:28]([CH:9]2[CH:8]([C:4]3[CH:5]=[CH:6][CH:7]=[C:2]([Cl:1])[C:3]=3[F:31])[C:12]([C:15]3[CH:20]=[CH:19][C:18]([Cl:21])=[CH:17][C:16]=3[F:22])([C:13]#[N:14])[CH:11]([CH2:23][C:24]([CH3:27])([CH3:26])[CH3:25])[NH:10]2)=[O:30])=[CH:58][C:59]1=[O:73])([CH3:72])([CH3:71])[CH3:70]. The yield is 0.110. (3) The reactants are Br[C:2]1[CH:7]=[CH:6][C:5]([C:8](=[C:16]2[CH2:21][C:20]([CH3:23])([CH3:22])[CH2:19][C:18]([CH3:25])([CH3:24])[CH2:17]2)[C:9]2[CH:14]=[CH:13][C:12]([OH:15])=[CH:11][CH:10]=2)=[CH:4][CH:3]=1.[C:26]([O:30][CH2:31][CH3:32])(=[O:29])[CH:27]=[CH2:28].CCN(CC)CC. The catalyst is CCOCC.CN(C=O)C.CCOC(C)=O. The product is [OH:15][C:12]1[CH:11]=[CH:10][C:9]([C:8](=[C:16]2[CH2:17][C:18]([CH3:25])([CH3:24])[CH2:19][C:20]([CH3:23])([CH3:22])[CH2:21]2)[C:5]2[CH:4]=[CH:3][C:2](/[CH:28]=[CH:27]/[C:26]([O:30][CH2:31][CH3:32])=[O:29])=[CH:7][CH:6]=2)=[CH:14][CH:13]=1. The yield is 0.750. (4) The catalyst is CN(C=O)C.O.C(OCC)(=O)C. The yield is 0.880. The product is [CH3:1][O:2][C:3]1[CH:11]=[CH:10][C:6]([C:7]([NH:15][CH:16]2[CH2:21][CH2:20][CH2:19][N:18]([C:22]([O:24][C:25]([CH3:28])([CH3:27])[CH3:26])=[O:23])[CH2:17]2)=[O:9])=[C:5]([N+:12]([O-:14])=[O:13])[CH:4]=1. The reactants are [CH3:1][O:2][C:3]1[CH:11]=[CH:10][C:6]([C:7]([OH:9])=O)=[C:5]([N+:12]([O-:14])=[O:13])[CH:4]=1.[NH2:15][CH:16]1[CH2:21][CH2:20][CH2:19][N:18]([C:22]([O:24][C:25]([CH3:28])([CH3:27])[CH3:26])=[O:23])[CH2:17]1.CCN(C(C)C)C(C)C.CN(C(ON1N=NC2C=CC=NC1=2)=[N+](C)C)C.F[P-](F)(F)(F)(F)F. (5) The reactants are C([Li])CCC.C1C[O:9][CH2:8]C1.CC1CCCN(C)C1(C)C.[F:21][C:22]1[CH:34]=[C:33]([F:35])[CH:32]=[CH:31][C:23]=1[C:24]([O:26][C:27]([CH3:30])([CH3:29])[CH3:28])=[O:25].CN(C=O)C. The catalyst is C1COCC1.O.C(O)(=O)C. The product is [F:21][C:22]1[C:34]([CH:8]=[O:9])=[C:33]([F:35])[CH:32]=[CH:31][C:23]=1[C:24]([O:26][C:27]([CH3:30])([CH3:29])[CH3:28])=[O:25]. The yield is 1.00. (6) The reactants are Br[C:2]1[CH:7]=[CH:6][C:5]([N:8]2[C:16]3[C:15]([OH:17])=[C:14](C(OCC)=O)[C:13](=[O:23])[NH:12][C:11]=3[CH:10]=[CH:9]2)=[CH:4][CH:3]=1.[OH:24][C:25]1[CH:30]=[CH:29][CH:28]=[CH:27][C:26]=1B(O)O.C(=O)([O-])[O-].[Cs+].[Cs+].O1CCOCC1. The catalyst is C1C=CC([P]([Pd]([P](C2C=CC=CC=2)(C2C=CC=CC=2)C2C=CC=CC=2)([P](C2C=CC=CC=2)(C2C=CC=CC=2)C2C=CC=CC=2)[P](C2C=CC=CC=2)(C2C=CC=CC=2)C2C=CC=CC=2)(C2C=CC=CC=2)C2C=CC=CC=2)=CC=1.O. The product is [OH:17][C:15]1[C:16]2[N:8]([C:5]3[CH:4]=[CH:3][C:2]([C:26]4[CH:27]=[CH:28][CH:29]=[CH:30][C:25]=4[OH:24])=[CH:7][CH:6]=3)[CH:9]=[CH:10][C:11]=2[NH:12][C:13](=[O:23])[CH:14]=1. The yield is 0.164.